Dataset: Peptide-MHC class I binding affinity with 185,985 pairs from IEDB/IMGT. Task: Regression. Given a peptide amino acid sequence and an MHC pseudo amino acid sequence, predict their binding affinity value. This is MHC class I binding data. (1) The peptide sequence is TWPKSHTLW. The MHC is HLA-A24:02 with pseudo-sequence HLA-A24:02. The binding affinity (normalized) is 0.659. (2) The peptide sequence is SSLRYGNVL. The MHC is HLA-A02:16 with pseudo-sequence HLA-A02:16. The binding affinity (normalized) is 0.0847. (3) The peptide sequence is QQFANVISKI. The MHC is HLA-A24:02 with pseudo-sequence HLA-A24:02. The binding affinity (normalized) is 0. (4) The peptide sequence is RVNHAKYMVT. The MHC is HLA-A02:06 with pseudo-sequence HLA-A02:06. The binding affinity (normalized) is 0.155.